From a dataset of Full USPTO retrosynthesis dataset with 1.9M reactions from patents (1976-2016). Predict the reactants needed to synthesize the given product. (1) The reactants are: [Cl:1][C:2]1[CH:3]=[C:4](B(O)O)[CH:5]=[CH:6][CH:7]=1.[CH3:11][O:12][C:13]1[CH:38]=[C:37]([O:39][CH3:40])[CH:36]=[CH:35][C:14]=1[CH2:15][N:16]([C:30]1[S:31][CH:32]=[N:33][N:34]=1)[S:17]([C:20]1[CH:29]=[CH:28][C:23]2[NH:24][C:25](=[O:27])[O:26][C:22]=2[CH:21]=1)(=[O:19])=[O:18].C(N(CC)CC)C.[NH4+].[OH-]. Given the product [Cl:1][C:2]1[CH:3]=[C:4]([N:24]2[C:23]3[CH:28]=[CH:29][C:20]([S:17]([N:16]([CH2:15][C:14]4[CH:35]=[CH:36][C:37]([O:39][CH3:40])=[CH:38][C:13]=4[O:12][CH3:11])[C:30]4[S:31][CH:32]=[N:33][N:34]=4)(=[O:19])=[O:18])=[CH:21][C:22]=3[O:26][C:25]2=[O:27])[CH:5]=[CH:6][CH:7]=1, predict the reactants needed to synthesize it. (2) Given the product [CH3:1][N:2]1[C:10]2[C:5](=[CH:6][C:7]([CH:13]([OH:14])[CH2:18][CH2:17][CH:16]=[CH2:15])=[C:8]([CH:11]=[CH2:12])[CH:9]=2)[CH:4]=[CH:3]1, predict the reactants needed to synthesize it. The reactants are: [CH3:1][N:2]1[C:10]2[C:5](=[CH:6][C:7]([CH:13]=[O:14])=[C:8]([CH:11]=[CH2:12])[CH:9]=2)[CH:4]=[CH:3]1.[CH2:15]([Mg]Br)[CH2:16][CH:17]=[CH2:18]. (3) Given the product [CH3:29][N:25]1[CH:26]=[C:27]([CH3:28])[C:23]([N:22]([CH3:21])[C:12]([C:10]2[CH:9]=[CH:8][C:7]([N:15]3[CH2:18][C:17]([F:20])([F:19])[CH2:16]3)=[C:6]([O:5][CH2:4][CH:1]3[CH2:2][CH2:3]3)[N:11]=2)=[O:14])=[N:24]1, predict the reactants needed to synthesize it. The reactants are: [CH:1]1([CH2:4][O:5][C:6]2[N:11]=[C:10]([C:12]([OH:14])=O)[CH:9]=[CH:8][C:7]=2[N:15]2[CH2:18][C:17]([F:20])([F:19])[CH2:16]2)[CH2:3][CH2:2]1.[CH3:21][NH:22][C:23]1[C:27]([CH3:28])=[CH:26][N:25]([CH3:29])[N:24]=1. (4) Given the product [CH2:37]([O:36][C:29]1[C:30]([C:32]([F:35])([F:34])[F:33])=[CH:31][C:25]2[NH:24][C:23](=[O:39])[CH2:22][C:21]([C:17]3[CH:16]=[C:15]([C:12]4[CH:11]=[CH:10][C:9]([S:6]([NH2:5])(=[O:7])=[O:8])=[CH:14][CH:13]=4)[CH:20]=[CH:19][CH:18]=3)=[N:27][C:26]=2[CH:28]=1)[CH3:38], predict the reactants needed to synthesize it. The reactants are: C([NH:5][S:6]([C:9]1[CH:14]=[CH:13][C:12]([C:15]2[CH:20]=[CH:19][CH:18]=[C:17]([C:21]3[CH2:22][C:23](=[O:39])[NH:24][C:25]4[CH:31]=[C:30]([C:32]([F:35])([F:34])[F:33])[C:29]([O:36][CH2:37][CH3:38])=[CH:28][C:26]=4[N:27]=3)[CH:16]=2)=[CH:11][CH:10]=1)(=[O:8])=[O:7])(C)(C)C.C(O)(C(F)(F)F)=O. (5) Given the product [Cl:21][C:17]1[CH:18]=[C:19]2[C:14](=[CH:15][CH:16]=1)[NH:13][C:12](=[O:22])[C:11]([C@@H:9]([NH:8][C:5]1[C:4](=[O:23])[N:3]([CH3:24])[C:2]([C:25]#[N:26])=[CH:7][N:6]=1)[CH3:10])=[CH:20]2, predict the reactants needed to synthesize it. The reactants are: Br[C:2]1[N:3]([CH3:24])[C:4](=[O:23])[C:5]([NH:8][C@H:9]([C:11]2[C:12](=[O:22])[NH:13][C:14]3[C:19]([CH:20]=2)=[CH:18][C:17]([Cl:21])=[CH:16][CH:15]=3)[CH3:10])=[N:6][CH:7]=1.[C:25]([Zn]C#N)#[N:26]. (6) Given the product [CH2:15]([N:12]1[CH2:11][CH:10]=[C:9]([CH2:1][CH2:2][C:3]2[CH:8]=[CH:7][CH:6]=[CH:5][CH:4]=2)[CH2:14][CH2:13]1)[C:16]1[CH:21]=[CH:20][CH:19]=[CH:18][CH:17]=1, predict the reactants needed to synthesize it. The reactants are: [CH2:1]([C:9]1[CH:14]=[CH:13][N:12]=[CH:11][CH:10]=1)[CH2:2][C:3]1[CH:8]=[CH:7][CH:6]=[CH:5][CH:4]=1.[CH2:15](Br)[C:16]1[CH:21]=[CH:20][CH:19]=[CH:18][CH:17]=1.[BH4-].[Na+]. (7) Given the product [CH:1]1([NH:7][C:9]2[N:14]3[N:15]=[C:16]([NH2:18])[N:17]=[C:13]3[CH:12]=[C:11]([C:19]3[CH:20]=[N:21][CH:22]=[CH:23][CH:24]=3)[CH:10]=2)[CH2:6][CH2:5][CH2:4][CH2:3][CH2:2]1, predict the reactants needed to synthesize it. The reactants are: [CH:1]1([NH2:7])[CH2:6][CH2:5][CH2:4][CH2:3][CH2:2]1.Cl[C:9]1[N:14]2[N:15]=[C:16]([NH2:18])[N:17]=[C:13]2[CH:12]=[C:11]([C:19]2[CH:20]=[N:21][CH:22]=[CH:23][CH:24]=2)[CH:10]=1.